From a dataset of Catalyst prediction with 721,799 reactions and 888 catalyst types from USPTO. Predict which catalyst facilitates the given reaction. (1) Reactant: [Cl:1][C:2]1[CH:8]=[CH:7][CH:6]=[CH:5][C:3]=1[NH2:4].[Br:9][C:10]1[CH:11]=[CH:12][C:13]2[O:22][CH2:21][CH2:20][C:19]3[CH:18]=[C:17]([C:23](Cl)=[O:24])[S:16][C:15]=3[C:14]=2[CH:26]=1.C(Cl)(=O)C(Cl)=O. Product: [Cl:1][C:2]1[CH:8]=[CH:7][CH:6]=[CH:5][C:3]=1[NH:4][C:23]([C:17]1[S:16][C:15]2[C:14]3[CH:26]=[C:10]([Br:9])[CH:11]=[CH:12][C:13]=3[O:22][CH2:21][CH2:20][C:19]=2[CH:18]=1)=[O:24]. The catalyst class is: 9. (2) Reactant: Br[CH2:2][CH:3]1[O:8][C:7]2[CH:9]=[C:10]([S:13]([CH3:16])(=[O:15])=[O:14])[CH:11]=[CH:12][C:6]=2[CH2:5][O:4]1.[NH:17]1[CH2:22][CH2:21][CH2:20][CH2:19][CH2:18]1. Product: [CH3:16][S:13]([C:10]1[CH:11]=[CH:12][C:6]2[CH2:5][O:4][CH:3]([CH2:2][N:17]3[CH2:22][CH2:21][CH2:20][CH2:19][CH2:18]3)[O:8][C:7]=2[CH:9]=1)(=[O:15])=[O:14]. The catalyst class is: 14. (3) Reactant: [NH2:1][C:2]1[N:7]=[C:6]([N:8]2[CH2:13][CH2:12][CH2:11][C@H:10]([C:14]([OH:16])=O)[CH2:9]2)[CH:5]=[C:4]([C:17]2[CH:22]=[CH:21][C:20]([C:23]#[N:24])=[C:19]([F:25])[CH:18]=2)[N:3]=1.C(Cl)CCl.C1C=CC2N(O)N=NC=2C=1.[F:40][C:41]1[CH:47]=[CH:46][CH:45]=[CH:44][C:42]=1[NH2:43]. Product: [NH2:1][C:2]1[N:7]=[C:6]([N:8]2[CH2:13][CH2:12][CH2:11][C@H:10]([C:14]([NH:43][C:42]3[CH:44]=[CH:45][CH:46]=[CH:47][C:41]=3[F:40])=[O:16])[CH2:9]2)[CH:5]=[C:4]([C:17]2[CH:22]=[CH:21][C:20]([C:23]#[N:24])=[C:19]([F:25])[CH:18]=2)[N:3]=1. The catalyst class is: 31. (4) Reactant: [CH3:1][O:2][C:3]1[CH:4]=[C:5]2[C:10](=[CH:11][C:12]=1[O:13][CH3:14])[N:9]=[CH:8][CH:7]=[C:6]2[O:15][C:16]1[CH:22]=[CH:21][C:19]([NH2:20])=[CH:18][CH:17]=1.C1(C)C=CC=CC=1.C(N(CC)CC)C.Cl[C:38](Cl)([O:40]C(=O)OC(Cl)(Cl)Cl)Cl.[Br:49][C:50]1[CH:58]=[CH:57][CH:56]=[CH:55][C:51]=1[CH:52]([OH:54])[CH3:53]. Product: [CH3:1][O:2][C:3]1[CH:4]=[C:5]2[C:10](=[CH:11][C:12]=1[O:13][CH3:14])[N:9]=[CH:8][CH:7]=[C:6]2[O:15][C:16]1[CH:22]=[CH:21][C:19]([NH:20][C:38](=[O:40])[O:54][CH:52]([C:51]2[CH:55]=[CH:56][CH:57]=[CH:58][C:50]=2[Br:49])[CH3:53])=[CH:18][CH:17]=1. The catalyst class is: 2. (5) Reactant: [CH2:1]([O:3][C:4]1[CH:5]=[C:6]2[C:11](=[CH:12][C:13]=1[S:14](Cl)(=[O:16])=[O:15])[CH2:10][N:9]([C:18](=[O:23])[C:19]([F:22])([F:21])[F:20])[CH2:8][CH2:7]2)[CH3:2].[F-:24].[K+].C(=O)(O)[O-].[Na+]. Product: [CH2:1]([O:3][C:4]1[CH:5]=[C:6]2[C:11](=[CH:12][C:13]=1[S:14]([F:24])(=[O:16])=[O:15])[CH2:10][N:9]([C:18](=[O:23])[C:19]([F:22])([F:21])[F:20])[CH2:8][CH2:7]2)[CH3:2]. The catalyst class is: 10. (6) Reactant: C(#N)C.FC(F)(F)C(O)=O.[Br:11][C:12]1[C:13]([OH:18])=[N:14][CH:15]=[CH:16][CH:17]=1.[I:19]N1C(=O)CCC1=O. Product: [Br:11][C:12]1[C:13]([OH:18])=[N:14][CH:15]=[C:16]([I:19])[CH:17]=1. The catalyst class is: 6. (7) Reactant: [Cl:1][C:2]1[CH:3]=[C:4]([CH:6]=[CH:7][C:8]=1[O:9][C:10]1[C:19]2[C:14](=[CH:15][C:16]([O:22][CH3:23])=[C:17]([O:20][CH3:21])[CH:18]=2)[N:13]=[CH:12][CH:11]=1)[NH2:5].C(N(CC)CC)C.ClC(Cl)(O[C:35](=[O:41])OC(Cl)(Cl)Cl)Cl.[F:43][C:44]1[CH:49]=[CH:48][C:47]([C@@H:50]([NH2:52])[CH3:51])=[CH:46][CH:45]=1. Product: [Cl:1][C:2]1[CH:3]=[C:4]([NH:5][C:35]([NH:52][C@H:50]([C:47]2[CH:48]=[CH:49][C:44]([F:43])=[CH:45][CH:46]=2)[CH3:51])=[O:41])[CH:6]=[CH:7][C:8]=1[O:9][C:10]1[C:19]2[C:14](=[CH:15][C:16]([O:22][CH3:23])=[C:17]([O:20][CH3:21])[CH:18]=2)[N:13]=[CH:12][CH:11]=1. The catalyst class is: 22. (8) Reactant: [F:1][C:2]1[CH:7]=[C:6]([F:8])[CH:5]=[CH:4][C:3]=1[CH2:9][C:10]([C:12]1[CH:13]=[CH:14][C:15]2[O:20][CH2:19][C:18](=[O:21])[NH:17][C:16]=2[CH:22]=1)=[O:11].[BrH:23].Br.[NH+]1C=CC=CC=1.[O-]S([O-])(=S)=O.[Na+].[Na+]. Product: [Br:23][CH:9]([C:3]1[CH:4]=[CH:5][C:6]([F:8])=[CH:7][C:2]=1[F:1])[C:10]([C:12]1[CH:13]=[CH:14][C:15]2[O:20][CH2:19][C:18](=[O:21])[NH:17][C:16]=2[CH:22]=1)=[O:11]. The catalyst class is: 86. (9) Reactant: C([O:3][C:4]([C:6]1[NH:7][C:8]([S:11]([N:14]2[CH2:19][CH2:18][CH:17]([S:20][C:21]3[CH:26]=[C:25]([C:27]([CH3:30])([CH3:29])[CH3:28])[C:24]([OH:31])=[C:23]([C:32]([CH3:35])([CH3:34])[CH3:33])[CH:22]=3)[CH2:16][CH2:15]2)(=[O:13])=[O:12])=[N:9][CH:10]=1)=O)C.[H-].[H-].[H-].[H-].[Li+].[Al+3]. Product: [C:27]([C:25]1[CH:26]=[C:21]([S:20][CH:17]2[CH2:16][CH2:15][N:14]([S:11]([C:8]3[NH:7][C:6]([CH2:4][OH:3])=[CH:10][N:9]=3)(=[O:13])=[O:12])[CH2:19][CH2:18]2)[CH:22]=[C:23]([C:32]([CH3:35])([CH3:34])[CH3:33])[C:24]=1[OH:31])([CH3:30])([CH3:29])[CH3:28]. The catalyst class is: 1.